Dataset: Experimentally validated miRNA-target interactions with 360,000+ pairs, plus equal number of negative samples. Task: Binary Classification. Given a miRNA mature sequence and a target amino acid sequence, predict their likelihood of interaction. (1) The miRNA is hsa-miR-33a-3p with sequence CAAUGUUUCCACAGUGCAUCAC. The protein sequence of the target gene is MATSLGSNTYNRQNWEDADFPILCQTCLGENPYIRMTKEKYGKECKICARPFTVFRWCPGVRMRFKKTEVCQTCSKLKNVCQTCLLDLEYGLPIQVRDAGLSFKDDMPKSDVNKEYYTQNMEREISNSDGTRPVGMLGKATSTSDMLLKLARTTPYYKRNRPHICSFWVKGECKRGEECPYRHEKPTDPDDPLADQNIKDRYYGINDPVADKLLKRASTMPRLDPPEDKTITTLYVGGLGDTITETDLRNHFYQFGEIRTITVVQRQQCAFIQFATRQAAEVAAEKSFNKLIVNGRRLNV.... Result: 0 (no interaction). (2) The miRNA is hsa-miR-302a-3p with sequence UAAGUGCUUCCAUGUUUUGGUGA. The protein sequence of the target gene is MKVSAAALAVILIATALCAPASASPYSSDTTPCCFAYIARPLPRAHIKEYFYTSGKCSNPAVVFVTRKNRQVCANPEKKWVREYINSLEMS. Result: 1 (interaction).